Dataset: Catalyst prediction with 721,799 reactions and 888 catalyst types from USPTO. Task: Predict which catalyst facilitates the given reaction. (1) The catalyst class is: 1. Reactant: C[O:2][CH2:3][C:4]1([C:9]([O:11][CH3:12])=O)[CH2:8][CH2:7][CH2:6][CH2:5]1.[H-].[Na+].[C:15](#[N:17])[CH3:16]. Product: [CH3:12][O:11][CH2:9][C:4]1([C:3](=[O:2])[CH2:16][C:15]#[N:17])[CH2:8][CH2:7][CH2:6][CH2:5]1. (2) Reactant: [C:1]([C:4]1[CH:13]=[CH:12][C:7]([C:8]([O:10][CH3:11])=[O:9])=[CH:6][C:5]=1[CH3:14])(=O)[CH3:2].Cl.[NH2:16][OH:17].C([O-])(=O)C.[Na+]. Product: [OH:17][N:16]=[C:1]([C:4]1[CH:13]=[CH:12][C:7]([C:8]([O:10][CH3:11])=[O:9])=[CH:6][C:5]=1[CH3:14])[CH3:2]. The catalyst class is: 5. (3) Reactant: [CH2:1]([CH:9]([CH2:12][CH2:13][CH2:14][CH2:15][CH2:16][CH2:17][CH2:18][CH2:19][CH2:20][CH3:21])[CH2:10][OH:11])[CH2:2][CH2:3][CH2:4][CH2:5][CH2:6][CH2:7][CH3:8].C(N(CC)CC)C.[CH3:29][S:30](Cl)(=[O:32])=[O:31]. Product: [CH2:1]([CH:9]([CH2:12][CH2:13][CH2:14][CH2:15][CH2:16][CH2:17][CH2:18][CH2:19][CH2:20][CH3:21])[CH2:10][O:11][S:30]([CH3:29])(=[O:32])=[O:31])[CH2:2][CH2:3][CH2:4][CH2:5][CH2:6][CH2:7][CH3:8]. The catalyst class is: 4. (4) Reactant: [CH3:1][N:2]([CH3:48])[CH2:3][CH2:4][CH2:5][NH:6][C:7]([C:9]1[N:13]([CH3:14])[CH:12]=[C:11]([NH:15][C:16]([C:18]2[N:22]([CH2:23][CH2:24][CH:25]([CH3:27])[CH3:26])[CH:21]=[C:20]([NH:28][C:29]([C:31]3[N:32]([CH3:47])[CH:33]=[C:34]([NH:36][C:37](=[O:46])[C:38]4[CH:43]=[CH:42][CH:41]=[C:40]([O:44][CH3:45])[CH:39]=4)[CH:35]=3)=[O:30])[CH:19]=2)=[O:17])[CH:10]=1)=[O:8].[CH3:49]OC1C=CC(CC(Cl)=O)=CC=1. Product: [CH3:48][N:2]([CH3:1])[CH2:3][CH2:4][CH2:5][NH:6][C:7]([C:9]1[N:13]([CH3:14])[CH:12]=[C:11]([NH:15][C:16]([C:18]2[N:22]([CH2:23][CH2:24][CH:25]([CH3:27])[CH3:26])[CH:21]=[C:20]([NH:28][C:29]([C:31]3[N:32]([CH3:47])[CH:33]=[C:34]([NH:36][C:37](=[O:46])[CH2:38][C:43]4[CH:42]=[CH:41][C:40]([O:44][CH3:45])=[CH:39][CH:49]=4)[CH:35]=3)=[O:30])[CH:19]=2)=[O:17])[CH:10]=1)=[O:8]. The catalyst class is: 2. (5) Product: [Cl:1][C:2]1[CH:41]=[CH:40][C:5]([CH2:6][N:7]2[C:15]3[C:14](=[O:16])[N:13]([CH2:17][CH2:18][O:19][CH:20]4[CH2:25][CH2:24][CH2:23][CH2:22][O:21]4)[C:12](=[O:26])[N:11]([CH3:27])[C:10]=3[N:9]=[C:8]2[O:28][CH2:29][CH2:30][O:31][C:32]2[CH:39]=[CH:38][CH:37]=[C:34]([CH2:35][N:48]([CH3:49])[CH3:47])[CH:33]=2)=[CH:4][CH:3]=1. Reactant: [Cl:1][C:2]1[CH:41]=[CH:40][C:5]([CH2:6][N:7]2[C:15]3[C:14](=[O:16])[N:13]([CH2:17][CH2:18][O:19][CH:20]4[CH2:25][CH2:24][CH2:23][CH2:22][O:21]4)[C:12](=[O:26])[N:11]([CH3:27])[C:10]=3[N:9]=[C:8]2[O:28][CH2:29][CH2:30][O:31][C:32]2[CH:33]=[C:34]([CH:37]=[CH:38][CH:39]=2)[CH:35]=O)=[CH:4][CH:3]=1.C(O)(=O)C.Cl.[CH3:47][NH:48][CH3:49].C([BH3-])#N.[Na+]. The catalyst class is: 92.